Task: Predict which catalyst facilitates the given reaction.. Dataset: Catalyst prediction with 721,799 reactions and 888 catalyst types from USPTO (1) Reactant: [NH2:1][C:2]1[CH:3]=[C:4]([C@@H:9]([OH:39])[CH2:10][N:11]([C:32]([O:34][C:35]([CH3:38])([CH3:37])[CH3:36])=[O:33])[CH2:12][CH2:13][O:14][C:15]2[CH:23]=[C:22]3[C:18]([C:19]([Cl:31])=[N:20][N:21]3[C:24]([O:26][C:27]([CH3:30])([CH3:29])[CH3:28])=[O:25])=[CH:17][CH:16]=2)[CH:5]=[CH:6][C:7]=1[F:8].N1C=CN=C1.Cl[Si:46]([CH2:51][CH3:52])([CH2:49][CH3:50])[CH2:47][CH3:48].C(=O)(O)[O-].[Na+]. Product: [NH2:1][C:2]1[CH:3]=[C:4]([C@@H:9]([O:39][Si:46]([CH2:51][CH3:52])([CH2:49][CH3:50])[CH2:47][CH3:48])[CH2:10][N:11]([C:32]([O:34][C:35]([CH3:38])([CH3:37])[CH3:36])=[O:33])[CH2:12][CH2:13][O:14][C:15]2[CH:23]=[C:22]3[C:18]([C:19]([Cl:31])=[N:20][N:21]3[C:24]([O:26][C:27]([CH3:28])([CH3:29])[CH3:30])=[O:25])=[CH:17][CH:16]=2)[CH:5]=[CH:6][C:7]=1[F:8]. The catalyst class is: 3. (2) Reactant: [F:1][C:2]1[CH:7]=[C:6]([C:8]([OH:11])([CH3:10])[CH3:9])[CH:5]=[CH:4][C:3]=1[C:12]1[S:16][C:15]([NH:17][C:18]2[CH:23]=[CH:22][CH:21]=[C:20]([CH2:24][OH:25])[N:19]=2)=[C:14]([C:26]([NH2:28])=[O:27])[CH:13]=1. Product: [F:1][C:2]1[CH:7]=[C:6]([C:8]([OH:11])([CH3:9])[CH3:10])[CH:5]=[CH:4][C:3]=1[C:12]1[S:16][C:15]([NH:17][C:18]2[CH:23]=[CH:22][CH:21]=[C:20]([CH:24]=[O:25])[N:19]=2)=[C:14]([C:26]([NH2:28])=[O:27])[CH:13]=1. The catalyst class is: 16.